Predict the reaction yield, written as a fraction of the theoretical maximum amount of product (1.0 means a 100% yield; for example, 0.34 means a 34% yield). From a dataset of Reaction yield outcomes from USPTO patents with 853,638 reactions. (1) The reactants are [CH3:1][C:2]1[CH:10]=[CH:9][C:5]([C:6](O)=[O:7])=[CH:4][N:3]=1.[H-].[Al+3].[Li+].[H-].[H-].[H-].[OH-].[Na+].O. The catalyst is O1CCCC1. The product is [CH3:1][C:2]1[N:3]=[CH:4][C:5]([CH2:6][OH:7])=[CH:9][CH:10]=1. The yield is 0.490. (2) The reactants are [CH3:1][C:2]1([C:11]([OH:13])=[O:12])[CH2:7][C:6]([CH3:9])([CH3:8])[CH2:5][C:4](=[O:10])[CH2:3]1.[CH3:14][C:15]([CH3:21])([CH2:19]C)[CH2:16][CH2:17]O.C(N=C=NC(C)C)(C)C. The catalyst is CN(C1C=CN=CC=1)C.C(Cl)Cl. The product is [CH3:14][C:15]([CH3:21])([CH3:19])[CH2:16][CH2:17][O:12][C:11]([C:2]1([CH3:1])[CH2:7][C:6]([CH3:8])([CH3:9])[CH2:5][C:4](=[O:10])[CH2:3]1)=[O:13]. The yield is 0.550. (3) The reactants are [CH3:1][NH:2][C:3]([N:5]1[C:13]2[C:8](=[CH:9][C:10]([O:14][C:15]3[CH:20]=[CH:19][N:18]=[C:17]([N:21](C(OC4C=CC=CC=4)=O)[C:22](=O)[O:23]C4C=CC=CC=4)[CH:16]=3)=[CH:11][CH:12]=2)[CH:7]=[CH:6]1)=[O:4].[N:40]1([CH:46]2[CH2:51][CH2:50][NH:49][CH2:48][CH2:47]2)[CH2:45][CH2:44][CH2:43][CH2:42][CH2:41]1. The catalyst is CN(C)C=O. The product is [CH3:1][NH:2][C:3]([N:5]1[C:13]2[C:8](=[CH:9][C:10]([O:14][C:15]3[CH:20]=[CH:19][N:18]=[C:17]([NH:21][C:22]([N:49]4[CH2:50][CH2:51][CH:46]([N:40]5[CH2:45][CH2:44][CH2:43][CH2:42][CH2:41]5)[CH2:47][CH2:48]4)=[O:23])[CH:16]=3)=[CH:11][CH:12]=2)[CH:7]=[CH:6]1)=[O:4]. The yield is 0.280. (4) The reactants are [CH2:1]([C:3]1[N:4]([C:28]2[CH:33]=[CH:32][C:31]([O:34][C:35]([CH3:39])([CH3:38])[CH2:36][OH:37])=[CH:30][CH:29]=2)[C:5](=[O:27])[C:6]([CH2:12][C:13]2[CH:18]=[CH:17][C:16]([C:19]3[C:20]([C:25]#[N:26])=[CH:21][CH:22]=[CH:23][CH:24]=3)=[CH:15][CH:14]=2)=[C:7]([CH2:9][CH2:10][CH3:11])[N:8]=1)[CH3:2].N1C(C)=CC=CC=1C.FC(F)(F)S(O[Si:54]([C:57]([CH3:60])([CH3:59])[CH3:58])([CH3:56])[CH3:55])(=O)=O. The catalyst is ClCCl.C(OCC)(=O)C. The product is [Si:54]([O:37][CH2:36][C:35]([CH3:39])([CH3:38])[O:34][C:31]1[CH:30]=[CH:29][C:28]([N:4]2[C:5](=[O:27])[C:6]([CH2:12][C:13]3[CH:14]=[CH:15][C:16]([C:19]4[C:20]([C:25]#[N:26])=[CH:21][CH:22]=[CH:23][CH:24]=4)=[CH:17][CH:18]=3)=[C:7]([CH2:9][CH2:10][CH3:11])[N:8]=[C:3]2[CH2:1][CH3:2])=[CH:33][CH:32]=1)([C:57]([CH3:60])([CH3:59])[CH3:58])([CH3:56])[CH3:55]. The yield is 0.850. (5) The reactants are [CH3:1][O:2][C:3]1[CH:20]=[CH:19][C:6]([CH2:7][O:8][C:9]2[C:14]3[C:15]([OH:18])=[N:16][O:17][C:13]=3[CH:12]=[CH:11][CH:10]=2)=[CH:5][CH:4]=1.O[CH2:22][CH:23]1[CH2:28][CH2:27][N:26]([CH2:29][C:30]2([C:35]([O:37][CH3:38])=[O:36])[CH2:34][CH2:33][CH2:32][CH2:31]2)[CH2:25][CH2:24]1.C(C=P(CCCC)(CCCC)CCCC)#N. The catalyst is C1(C)C=CC=CC=1. The product is [CH3:1][O:2][C:3]1[CH:4]=[CH:5][C:6]([CH2:7][O:8][C:9]2[C:14]3[C:15]([O:18][CH2:22][CH:23]4[CH2:28][CH2:27][N:26]([CH2:29][C:30]5([C:35]([O:37][CH3:38])=[O:36])[CH2:31][CH2:32][CH2:33][CH2:34]5)[CH2:25][CH2:24]4)=[N:16][O:17][C:13]=3[CH:12]=[CH:11][CH:10]=2)=[CH:19][CH:20]=1. The yield is 0.620. (6) The reactants are [B-](F)(F)(F)F.[CH3:6][N:7](C(ON1C(=O)CCC1=O)=[N+](C)C)[CH3:8].[F:21][C:22]1[CH:23]=[C:24]([N:29]([CH3:52])[CH:30]([C:32]2[CH:33]=[C:34]([C:49](O)=[O:50])[CH:35]=[C:36]3[C:41]=2[O:40][C:39]([N:42]2[CH2:47][CH2:46][O:45][CH2:44][CH2:43]2)=[CH:38][C:37]3=[O:48])[CH3:31])[CH:25]=[C:26]([F:28])[CH:27]=1.C(N(C(C)C)C(C)C)C.CNC. The catalyst is C(Cl)Cl.O. The product is [F:28][C:26]1[CH:25]=[C:24]([N:29]([CH3:52])[CH:30]([C:32]2[CH:33]=[C:34]([C:49]([N:7]([CH3:8])[CH3:6])=[O:50])[CH:35]=[C:36]3[C:41]=2[O:40][C:39]([N:42]2[CH2:43][CH2:44][O:45][CH2:46][CH2:47]2)=[CH:38][C:37]3=[O:48])[CH3:31])[CH:23]=[C:22]([F:21])[CH:27]=1. The yield is 0.740. (7) The reactants are [H-].[Na+].[I:3][C:4]1[CH:5]=[C:6]2[C:10](=[CH:11][CH:12]=1)[NH:9][C:8](=[O:13])[C:7]2([O:16][CH3:17])[O:14][CH3:15].Br[CH2:19][CH2:20][CH2:21][CH3:22].[Cl-].[NH4+]. The catalyst is CN(C)C=O. The product is [I:3][C:4]1[CH:5]=[C:6]2[C:10](=[CH:11][CH:12]=1)[N:9]([CH2:19][CH2:20][CH2:21][CH3:22])[C:8](=[O:13])[C:7]2([O:16][CH3:17])[O:14][CH3:15]. The yield is 0.580. (8) The reactants are [F:1][C:2]1[C:7]([F:8])=[CH:6][CH:5]=[CH:4][C:3]=1B(O)O.[OH:12]O. The catalyst is ClCCl. The product is [F:1][C:2]1[C:7]([F:8])=[CH:6][CH:5]=[CH:4][C:3]=1[OH:12]. The yield is 0.930. (9) The reactants are [CH3:1][C:2]1[CH:3]=[C:4]([CH:9]=[C:10]([CH3:12])[CH:11]=1)[C:5](OC)=O.[H-].[Na+].[C:15]([O:18][CH3:19])(=[O:17])[CH3:16].[CH3:20][O:21]CCOC. No catalyst specified. The product is [CH3:12][C:10]1[CH:9]=[C:4]([CH2:5][C:20](=[O:21])[CH2:16][C:15]([O:18][CH3:19])=[O:17])[CH:3]=[C:2]([CH3:1])[CH:11]=1. The yield is 0.500.